From a dataset of Full USPTO retrosynthesis dataset with 1.9M reactions from patents (1976-2016). Predict the reactants needed to synthesize the given product. (1) Given the product [NH4+:3].[OH-:42].[Cl:19][C:14]1[CH:13]=[C:12]([NH:11][C:10]([NH:9][C:4]2[N:3]=[C:2]([NH:39][C@H:35]3[CH2:36][CH2:37][CH2:38][N:33]([CH2:31][CH3:32])[CH2:34]3)[CH:7]=[C:6]([CH3:8])[N:5]=2)=[NH:20])[CH:17]=[CH:16][C:15]=1[Cl:18], predict the reactants needed to synthesize it. The reactants are: Cl[C:2]1[CH:7]=[C:6]([CH3:8])[N:5]=[C:4]([NH:9][C:10](=[NH:20])[NH:11][C:12]2[CH:17]=[CH:16][C:15]([Cl:18])=[C:14]([Cl:19])[CH:13]=2)[N:3]=1.C(N(C(C)C)CC)(C)C.Cl.[CH2:31]([N:33]1[CH2:38][CH2:37][CH2:36][C@H:35]([NH2:39])[CH2:34]1)[CH3:32].CC(N(C)C)=[O:42]. (2) Given the product [Cl:27][C:13]1[CH:14]=[C:15]([NH:18][C:19]2[CH:24]=[CH:23][C:22]([O:25][CH3:26])=[CH:21][CH:20]=2)[CH:16]=[CH:17][C:12]=1[C:10]([C:8]1[CH:9]=[C:4]([N:1]2[CH:32]=[C:31]([CH2:30][CH2:29][OH:33])[N:3]=[N:2]2)[CH:5]=[CH:6][C:7]=1[CH3:28])=[O:11], predict the reactants needed to synthesize it. The reactants are: [N:1]([C:4]1[CH:5]=[CH:6][C:7]([CH3:28])=[C:8]([C:10]([C:12]2[CH:17]=[CH:16][C:15]([NH:18][C:19]3[CH:24]=[CH:23][C:22]([O:25][CH3:26])=[CH:21][CH:20]=3)=[CH:14][C:13]=2[Cl:27])=[O:11])[CH:9]=1)=[N+:2]=[N-:3].[CH2:29]([OH:33])[CH2:30][C:31]#[CH:32]. (3) Given the product [Cl:23][CH2:22][CH2:21][CH2:20][O:1][C:2]1[CH:3]=[C:4]2[C:9](=[CH:10][CH:11]=1)[NH:8][C:7](=[O:12])[CH2:6][CH2:5]2, predict the reactants needed to synthesize it. The reactants are: [OH:1][C:2]1[CH:3]=[C:4]2[C:9](=[CH:10][CH:11]=1)[NH:8][C:7](=[O:12])[CH2:6][CH2:5]2.C(=O)([O-])[O-].[Cs+].[Cs+].Br[CH2:20][CH2:21][CH2:22][Cl:23]. (4) The reactants are: [CH3:1][O:2][C:3](=[O:20])[CH2:4][NH:5][CH2:6][C:7]1[CH:8]=[C:9]([CH:14]=[CH:15][C:16]=1[N+:17]([O-:19])=[O:18])[C:10]([O:12][CH3:13])=[O:11].[C:21](O[C:21]([O:23][C:24]([CH3:27])([CH3:26])[CH3:25])=[O:22])([O:23][C:24]([CH3:27])([CH3:26])[CH3:25])=[O:22]. Given the product [C:24]([O:23][C:21]([N:5]([CH2:6][C:7]1[CH:8]=[C:9]([CH:14]=[CH:15][C:16]=1[N+:17]([O-:19])=[O:18])[C:10]([O:12][CH3:13])=[O:11])[CH2:4][C:3]([O:2][CH3:1])=[O:20])=[O:22])([CH3:27])([CH3:26])[CH3:25], predict the reactants needed to synthesize it. (5) Given the product [C:7]([N:4]1[CH2:5][CH2:6][C@@H:2]([NH:1][S:29]([C:25]2[CH:26]=[CH:27][CH:28]=[C:23]([C:22]([F:34])([F:33])[F:21])[CH:24]=2)(=[O:31])=[O:30])[CH2:3]1)#[N:16], predict the reactants needed to synthesize it. The reactants are: [NH2:1][C@@H:2]1[CH2:6][CH2:5][N:4]([C:7](OC(C)(C)C)=O)[CH2:3]1.C([N:16](CC)CC)C.[F:21][C:22]([F:34])([F:33])[C:23]1[CH:24]=[C:25]([S:29](Cl)(=[O:31])=[O:30])[CH:26]=[CH:27][CH:28]=1.CCN(C(C)C)C(C)C.BrC#N. (6) Given the product [N:1]1([C:5]([C:7]2[CH:8]=[CH:9][C:10]([O:11][C:12]3[CH:13]=[C:14]([CH:18]=[C:19]([O:21][C@@H:22]([CH3:32])[CH2:23][O:24][Si:25]([C:28]([CH3:29])([CH3:31])[CH3:30])([CH3:26])[CH3:27])[CH:20]=3)[C:15]([OH:17])=[O:16])=[CH:33][CH:34]=2)=[O:6])[CH2:4][CH2:3][CH2:2]1, predict the reactants needed to synthesize it. The reactants are: [N:1]1([C:5]([C:7]2[CH:34]=[CH:33][C:10]([O:11][C:12]3[CH:13]=[C:14]([CH:18]=[C:19]([O:21][C@@H:22]([CH3:32])[CH2:23][O:24][Si:25]([C:28]([CH3:31])([CH3:30])[CH3:29])([CH3:27])[CH3:26])[CH:20]=3)[C:15]([OH:17])=[O:16])=[C:9](Cl)[CH:8]=2)=[O:6])[CH2:4][CH2:3][CH2:2]1.C(N(CC)CC)C. (7) Given the product [CH3:23][NH:22][C:20]([C:7]1[C:6]2[CH:24]=[C:2]([B:31]3[O:35][C:34]([CH3:37])([CH3:36])[C:33]([CH3:39])([CH3:38])[O:32]3)[C:3]([N:25]([CH3:30])[S:26]([CH3:29])(=[O:28])=[O:27])=[CH:4][C:5]=2[O:9][C:8]=1[C:10]1[CH:11]=[N:12][C:13]([C:16]([F:19])([F:18])[F:17])=[CH:14][CH:15]=1)=[O:21], predict the reactants needed to synthesize it. The reactants are: Br[C:2]1[C:3]([N:25]([CH3:30])[S:26]([CH3:29])(=[O:28])=[O:27])=[CH:4][C:5]2[O:9][C:8]([C:10]3[CH:11]=[N:12][C:13]([C:16]([F:19])([F:18])[F:17])=[CH:14][CH:15]=3)=[C:7]([C:20]([NH:22][CH3:23])=[O:21])[C:6]=2[CH:24]=1.[B:31]1([B:31]2[O:35][C:34]([CH3:37])([CH3:36])[C:33]([CH3:39])([CH3:38])[O:32]2)[O:35][C:34]([CH3:37])([CH3:36])[C:33]([CH3:39])([CH3:38])[O:32]1.CC([O-])=O.[K+].O.